From a dataset of Reaction yield outcomes from USPTO patents with 853,638 reactions. Predict the reaction yield, written as a fraction of the theoretical maximum amount of product (1.0 means a 100% yield; for example, 0.34 means a 34% yield). (1) The reactants are [F:1][C:2]1[CH:10]=[CH:9][C:5]([C:6]([OH:8])=O)=[CH:4][C:3]=1[CH3:11].CN(C(ON1N=NC2C=CC=CC1=2)=[N+](C)C)C.[B-](F)(F)(F)F.CN1CCOCC1.[CH:41]1([C:44]2([OH:55])[CH2:47][N:46]([CH2:48][C@H:49]([CH:52]3[CH2:54][CH2:53]3)[NH:50][CH3:51])[CH2:45]2)[CH2:43][CH2:42]1.[OH-].[K+]. The catalyst is C(Cl)Cl. The product is [CH:52]1([C@H:49]([N:50]([CH3:51])[C:6](=[O:8])[C:5]2[CH:9]=[CH:10][C:2]([F:1])=[C:3]([CH3:11])[CH:4]=2)[CH2:48][N:46]2[CH2:45][C:44]([CH:41]3[CH2:42][CH2:43]3)([OH:55])[CH2:47]2)[CH2:53][CH2:54]1. The yield is 0.500. (2) The reactants are N[C:2]1[CH:3]=[C:4]2[C:8](=[CH:9][CH:10]=1)[NH:7][N:6]=[CH:5]2.Cl.N([O-])=O.[Na+].C(=O)([O-])[O-].[Na+].[Na+].[Cu][C:23]#[N:24].[C-]#N.[Na+]. The catalyst is O.C(OCC)(=O)C. The product is [NH:7]1[C:8]2[C:4](=[CH:3][C:2]([C:23]#[N:24])=[CH:10][CH:9]=2)[CH:5]=[N:6]1. The yield is 0.910. (3) The reactants are [N+]([C:4]1[CH:9]=[CH:8][C:7]([C:10]([F:13])([F:12])[F:11])=[CH:6][C:5]=1[CH2:14][C:15]#[N:16])([O-])=O.C(O)(=O)C. The catalyst is CCO.[Pd]. The product is [F:13][C:10]([F:11])([F:12])[C:7]1[CH:6]=[C:5]2[C:4](=[CH:9][CH:8]=1)[NH:16][CH:15]=[CH:14]2. The yield is 0.650. (4) The reactants are [Cl:1][C:2]1[C:10]2[NH:9][C:8](=O)[NH:7][C:6]=2[CH:5]=[CH:4][CH:3]=1.P(Cl)(Cl)([Cl:14])=O. No catalyst specified. The product is [Cl:14][C:8]1[NH:7][C:6]2[CH:5]=[CH:4][CH:3]=[C:2]([Cl:1])[C:10]=2[N:9]=1. The yield is 0.920.